From a dataset of Catalyst prediction with 721,799 reactions and 888 catalyst types from USPTO. Predict which catalyst facilitates the given reaction. (1) Reactant: CN(C)C=O.[CH2:6]([O:10][C:11]1[CH:16]=[C:15](Cl)[N:14]=[CH:13][N:12]=1)[C:7]#[C:8][CH3:9].C(=O)([O-])[O-].[K+].[K+].[CH3:24][C:25]1([CH3:30])[CH2:29][CH2:28][NH:27][CH2:26]1. Product: [CH2:6]([O:10][C:11]1[CH:16]=[C:15]([N:27]2[CH2:28][CH2:29][C:25]([CH3:30])([CH3:24])[CH2:26]2)[N:14]=[CH:13][N:12]=1)[C:7]#[C:8][CH3:9]. The catalyst class is: 13. (2) Reactant: [O:1]1[C:5]2[CH:6]=[CH:7][C:8]([CH2:10][C:11]([NH:13][C:14]3[CH:22]=[C:21]([N:23]4[CH2:28][CH2:27][N:26]([CH3:29])[CH2:25][CH2:24]4)[CH:20]=[C:19]([F:30])[C:15]=3[C:16]([OH:18])=[O:17])=O)=[CH:9][C:4]=2[O:3][CH2:2]1. Product: [O:1]1[C:5]2[CH:6]=[CH:7][C:8]([CH2:10][C:11]3[O:17][C:16](=[O:18])[C:15]4[C:19]([F:30])=[CH:20][C:21]([N:23]5[CH2:28][CH2:27][N:26]([CH3:29])[CH2:25][CH2:24]5)=[CH:22][C:14]=4[N:13]=3)=[CH:9][C:4]=2[O:3][CH2:2]1. The catalyst class is: 152. (3) Reactant: [CH:1]1([C:4]2[C:5]([N:22]([CH2:27][C:28]3[CH:33]=[CH:32][C:31]([O:34][CH3:35])=[CH:30][CH:29]=3)[S:23]([CH3:26])(=[O:25])=[O:24])=[CH:6][C:7]3[O:11][C:10]([C:12]4[CH:17]=[CH:16][C:15]([F:18])=[CH:14][CH:13]=4)=[C:9]([CH:19]=O)[C:8]=3[CH:21]=2)[CH2:3][CH2:2]1.[CH2:36]([NH2:39])[CH2:37][NH2:38].BrN1C(=O)CCC1=O.CCCCCC.C(OCC)(=O)C. Product: [CH:1]1([C:4]2[C:5]([N:22]([CH2:27][C:28]3[CH:33]=[CH:32][C:31]([O:34][CH3:35])=[CH:30][CH:29]=3)[S:23]([CH3:26])(=[O:24])=[O:25])=[CH:6][C:7]3[O:11][C:10]([C:12]4[CH:17]=[CH:16][C:15]([F:18])=[CH:14][CH:13]=4)=[C:9]([C:19]4[NH:38][CH2:37][CH2:36][N:39]=4)[C:8]=3[CH:21]=2)[CH2:2][CH2:3]1. The catalyst class is: 4. (4) The catalyst class is: 1. Reactant: [Cl:1][C:2]1[CH:3]=[C:4]([C:9]2([CH:15]=[O:16])[CH2:14][CH2:13][CH2:12][CH2:11][CH2:10]2)[CH:5]=[CH:6][C:7]=1[Cl:8].[CH3:17][Li].Cl. Product: [Cl:1][C:2]1[CH:3]=[C:4]([C:9]2([CH:15]([OH:16])[CH3:17])[CH2:14][CH2:13][CH2:12][CH2:11][CH2:10]2)[CH:5]=[CH:6][C:7]=1[Cl:8]. (5) Reactant: [CH3:1][C:2]([S@:5]([NH2:7])=[O:6])([CH3:4])[CH3:3].[Cl:8][C:9]1[CH:14]=[CH:13][N:12]=[C:11]([CH:15]=O)[C:10]=1[F:17].C([O-])([O-])=O.[Cs+].[Cs+]. Product: [Cl:8][C:9]1[CH:14]=[CH:13][N:12]=[C:11](/[CH:15]=[N:7]/[S@:5]([C:2]([CH3:4])([CH3:3])[CH3:1])=[O:6])[C:10]=1[F:17]. The catalyst class is: 91.